This data is from Forward reaction prediction with 1.9M reactions from USPTO patents (1976-2016). The task is: Predict the product of the given reaction. Given the reactants Cl[C:2]1[C:7]([CH:8]=[O:9])=[C:6]([O:10][CH3:11])[CH:5]=[CH:4][N:3]=1.[CH3:12][O-:13].[Na+], predict the reaction product. The product is: [CH3:12][O:13][C:2]1[C:7]([CH:8]=[O:9])=[C:6]([O:10][CH3:11])[CH:5]=[CH:4][N:3]=1.